The task is: Predict the product of the given reaction.. This data is from Forward reaction prediction with 1.9M reactions from USPTO patents (1976-2016). (1) Given the reactants [C:1]([O:5][C:6](=[O:34])[CH2:7][N:8]1[C:16]2[C:11](=[CH:12][C:13]([Cl:17])=[CH:14][CH:15]=2)[C:10]2([C:21](=[O:22])[N:20]([CH2:23][C:24]3[CH:29]=[C:28]([Cl:30])[CH:27]=[CH:26][C:25]=3[F:31])[C:19](=[O:32])[NH:18]2)[C:9]1=[O:33])([CH3:4])([CH3:3])[CH3:2].[C:35]([O-])([O-])=O.[K+].[K+].IC, predict the reaction product. The product is: [C:1]([O:5][C:6](=[O:34])[CH2:7][N:8]1[C:16]2[C:11](=[CH:12][C:13]([Cl:17])=[CH:14][CH:15]=2)[C:10]2([C:21](=[O:22])[N:20]([CH2:23][C:24]3[CH:29]=[C:28]([Cl:30])[CH:27]=[CH:26][C:25]=3[F:31])[C:19](=[O:32])[N:18]2[CH3:35])[C:9]1=[O:33])([CH3:4])([CH3:2])[CH3:3]. (2) Given the reactants [CH:1]1([NH:4][C:5]([C:7]2[CH:8]=[CH:9][C:10]([CH3:38])=[C:11]([N:13]3[C:22](=[O:23])[C:21]4[C:16](=[CH:17][CH:18]=[C:19]([N:24]5[CH2:29][C@@H:28]6[CH2:30][C@H:25]5[CH2:26][N:27]6[C:31](OC(C)(C)C)=O)[CH:20]=4)[N:15]=[CH:14]3)[CH:12]=2)=[O:6])[CH2:3][CH2:2]1.C=O, predict the reaction product. The product is: [CH:1]1([NH:4][C:5](=[O:6])[C:7]2[CH:8]=[CH:9][C:10]([CH3:38])=[C:11]([N:13]3[C:22](=[O:23])[C:21]4[C:16](=[CH:17][CH:18]=[C:19]([N:24]5[CH2:29][C@@H:28]6[CH2:30][C@H:25]5[CH2:26][N:27]6[CH3:31])[CH:20]=4)[N:15]=[CH:14]3)[CH:12]=2)[CH2:3][CH2:2]1. (3) Given the reactants [CH3:1][O:2][C:3](=[O:23])[CH2:4][C@H:5]1[CH2:10][CH2:9][C@H:8]([C:11]2[CH:16]=[CH:15][C:14]([NH:17][C:18](=[O:22])[CH2:19][CH2:20][NH2:21])=[CH:13][CH:12]=2)[CH2:7][CH2:6]1.CCN=C=NCCCN(C)C.[F:35][C:36]1[CH:41]=[CH:40][C:39]([C:42]2[O:43][C:44]([C:50]([F:53])([F:52])[F:51])=[C:45]([C:47](O)=[O:48])[N:46]=2)=[CH:38][CH:37]=1.C1C=CC2N(O)N=NC=2C=1.C(N(C(C)C)C(C)C)C, predict the reaction product. The product is: [CH3:1][O:2][C:3](=[O:23])[CH2:4][C@H:5]1[CH2:6][CH2:7][C@H:8]([C:11]2[CH:12]=[CH:13][C:14]([NH:17][C:18](=[O:22])[CH2:19][CH2:20][NH:21][C:47]([C:45]3[N:46]=[C:42]([C:39]4[CH:40]=[CH:41][C:36]([F:35])=[CH:37][CH:38]=4)[O:43][C:44]=3[C:50]([F:53])([F:52])[F:51])=[O:48])=[CH:15][CH:16]=2)[CH2:9][CH2:10]1.